Dataset: Forward reaction prediction with 1.9M reactions from USPTO patents (1976-2016). Task: Predict the product of the given reaction. (1) Given the reactants [CH3:1][O:2][C:3](=[O:28])[C:4]([C:6]1[C:11]([CH3:12])=[CH:10][N:9]2[N:13]=[C:14]([C:16]([O:18][CH3:19])=[O:17])[CH:15]=[C:8]2[C:7]=1OS(C(F)(F)F)(=O)=O)=[O:5].CCN(C(C)C)C(C)C.[CH3:38][C:39]1([CH3:45])[CH2:44][CH2:43][NH:42][CH2:41][CH2:40]1, predict the reaction product. The product is: [CH3:38][C:39]1([CH3:45])[CH2:44][CH2:43][N:42]([C:7]2[C:8]3[N:9]([N:13]=[C:14]([C:16]([O:18][CH3:19])=[O:17])[CH:15]=3)[CH:10]=[C:11]([CH3:12])[C:6]=2[C:4](=[O:5])[C:3]([O:2][CH3:1])=[O:28])[CH2:41][CH2:40]1. (2) Given the reactants [CH2:1]([O:3][C:4](=[O:19])[CH2:5][NH:6][C:7]1[CH:12]=[C:11]([O:13][CH3:14])[C:10]([O:15][CH3:16])=[CH:9][C:8]=1[C:17]#[N:18])[CH3:2].NC1C=C(OC)C(OC)=CC=1C#N.C(=O)(O)[O-].[Na+].BrCC(OCC)=O, predict the reaction product. The product is: [NH2:18][C:17]1[C:8]2[C:7](=[CH:12][C:11]([O:13][CH3:14])=[C:10]([O:15][CH3:16])[CH:9]=2)[NH:6][C:5]=1[C:4]([O:3][CH2:1][CH3:2])=[O:19]. (3) Given the reactants [CH2:1]([NH:8][C:9]1[CH:14]=[CH:13][CH:12]=[CH:11][CH:10]=1)[C:2]1[CH:7]=[CH:6][CH:5]=[CH:4][CH:3]=1.[Cl:15][C:16](Cl)([O:18]C(=O)OC(Cl)(Cl)Cl)Cl, predict the reaction product. The product is: [CH2:1]([N:8]([C:9]1[CH:14]=[CH:13][CH:12]=[CH:11][CH:10]=1)[C:16]([Cl:15])=[O:18])[C:2]1[CH:7]=[CH:6][CH:5]=[CH:4][CH:3]=1. (4) Given the reactants C(OC(=O)[NH:10][C@H:11]1[CH2:15][CH2:14][N:13]([C@H:16]2[CH2:21][CH2:20][C@@H:19]([NH:22][C:23]([O:25][C:26]([CH3:29])([CH3:28])[CH3:27])=[O:24])[CH2:18][C@H:17]2[CH2:30][CH2:31][CH3:32])[C:12]1=[O:33])C1C=CC=CC=1, predict the reaction product. The product is: [C:26]([O:25][C:23](=[O:24])[NH:22][C@@H:19]1[CH2:20][CH2:21][C@H:16]([N:13]2[CH2:14][CH2:15][C@H:11]([NH2:10])[C:12]2=[O:33])[C@H:17]([CH2:30][CH2:31][CH3:32])[CH2:18]1)([CH3:29])([CH3:28])[CH3:27]. (5) The product is: [NH2:36][C:37]1([C:41]2[CH:42]=[CH:43][C:44]([C:47]3[C:56](=[O:57])[C:55]4[C:50](=[C:51]([O:60][CH3:61])[C:52]([O:58][CH3:59])=[CH:53][CH:54]=4)[O:49][C:48]=3[C:62]3[CH:63]=[CH:64][CH:65]=[CH:66][CH:67]=3)=[CH:45][CH:46]=2)[CH2:38][CH2:39][CH2:40]1. Given the reactants NC1(C2C=CC(C3C(=O)C4C(=CC=C(F)C=4)OC=3C3C=CC=CC=3)=CC=2)CCC1.C(OC(=O)[NH:36][C:37]1([C:41]2[CH:46]=[CH:45][C:44]([C:47]3[C:56](=[O:57])[C:55]4[C:50](=[C:51]([O:60][CH3:61])[C:52]([O:58][CH3:59])=[CH:53][CH:54]=4)[O:49][C:48]=3[C:62]3[CH:67]=[CH:66][CH:65]=[CH:64][CH:63]=3)=[CH:43][CH:42]=2)[CH2:40][CH2:39][CH2:38]1)(C)(C)C, predict the reaction product. (6) Given the reactants C([O:3][C:4]([CH:6]1[CH2:10][CH2:9][N:8]([C:11]([O:13][C:14]([CH3:17])([CH3:16])[CH3:15])=[O:12])[CH2:7]1)=O)C.[BH4-].[Na+], predict the reaction product. The product is: [C:14]([O:13][C:11]([N:8]1[CH2:9][CH2:10][CH:6]([CH2:4][OH:3])[CH2:7]1)=[O:12])([CH3:17])([CH3:16])[CH3:15].